Dataset: Catalyst prediction with 721,799 reactions and 888 catalyst types from USPTO. Task: Predict which catalyst facilitates the given reaction. (1) Reactant: [Cl:1][C:2]1[N:7]2[N:8]=[C:9]([C:11]([O-:13])=[O:12])[CH:10]=[C:6]2[N:5]=[C:4]([CH3:14])[C:3]=1[CH:15]([OH:21])[C:16]([O:18][CH2:19][CH3:20])=[O:17].[CH3:22][C:23](OI1(OC(C)=O)(OC(C)=O)OC(=O)C2C=CC=CC1=2)=O. Product: [Cl:1][C:2]1[N:7]2[N:8]=[C:9]([C:11]([O:13][CH2:22][CH3:23])=[O:12])[CH:10]=[C:6]2[N:5]=[C:4]([CH3:14])[C:3]=1[C:15](=[O:21])[C:16]([O:18][CH2:19][CH3:20])=[O:17]. The catalyst class is: 124. (2) The catalyst class is: 6. Product: [F:29][CH:25]([F:30])[O:6][C:7]1[CH:8]=[C:9]2[C:14](=[CH:15][CH:16]=1)[CH2:13][N:12]([C:17]([O:19][C:20]([CH3:23])([CH3:22])[CH3:21])=[O:18])[CH2:11][CH2:10]2. Reactant: CN(C)C=O.[OH:6][C:7]1[CH:8]=[C:9]2[C:14](=[CH:15][CH:16]=1)[CH2:13][N:12]([C:17]([O:19][C:20]([CH3:23])([CH3:22])[CH3:21])=[O:18])[CH2:11][CH2:10]2.Cl[C:25]([F:30])([F:29])C([O-])=O.[Na+].C(=O)([O-])[O-].[Cs+].[Cs+]. (3) Reactant: [CH3:1][C@@H:2]1[CH2:6][CH2:5][CH2:4][N:3]1[CH2:7][CH2:8][C:9]1[O:10][C:11]2[CH:17]=[CH:16][C:15]([C:18]#[N:19])=[CH:14][C:12]=2[CH:13]=1.Cl.[NH2:21][OH:22].C(=O)([O-])[O-].[K+].[K+]. Product: [OH:22][N:21]=[C:18]([C:15]1[CH:16]=[CH:17][C:11]2[O:10][C:9]([CH2:8][CH2:7][N:3]3[CH2:4][CH2:5][CH2:6][C@H:2]3[CH3:1])=[CH:13][C:12]=2[CH:14]=1)[NH2:19]. The catalyst class is: 14. (4) Reactant: Cl[C:2]([O:4][C:5]1[CH:10]=[CH:9][C:8]([N+:11]([O-:13])=[O:12])=[CH:7][CH:6]=1)=[O:3].[C@@H:14]1([N:22]2[CH:30]=[C:28]([CH3:29])[C:26](=[O:27])[NH:25][C:23]2=[O:24])[O:21][C@H:18]([CH2:19][OH:20])[C@@H:16]([OH:17])[CH2:15]1.CO. Product: [N+:11]([C:8]1[CH:9]=[CH:10][C:5]([O:4][C:2]([O:20][CH2:19][C@H:18]2[O:21][C@@H:14]([N:22]3[CH:30]=[C:28]([CH3:29])[C:26](=[O:27])[NH:25][C:23]3=[O:24])[CH2:15][C@@H:16]2[OH:17])=[O:3])=[CH:6][CH:7]=1)([O-:13])=[O:12]. The catalyst class is: 272. (5) Reactant: [C:1]([N:8]1[CH2:12][C@@H:11]([O:13][CH3:14])[CH2:10][C@H:9]1[C:15](OC)=[O:16])([O:3][C:4]([CH3:7])([CH3:6])[CH3:5])=[O:2].[BH4-].[Li+]. Product: [C:1]([N:8]1[CH2:12][C@@H:11]([O:13][CH3:14])[CH2:10][C@H:9]1[CH2:15][OH:16])([O:3][C:4]([CH3:7])([CH3:6])[CH3:5])=[O:2]. The catalyst class is: 1. (6) Reactant: [Si:1]([O:8][CH2:9][C@@H:10]1[C@H:14]2[O:15][C:16]([CH3:19])([CH3:18])[O:17][C@H:13]2[C@H:12]([OH:20])[C:11]1=[CH2:21])([C:4]([CH3:7])([CH3:6])[CH3:5])([CH3:3])[CH3:2].[BH4-].[Na+].[NH4+].[Cl-]. Product: [Si:1]([O:8][CH2:9][C@@H:10]1[C@H:14]2[O:15][C:16]([CH3:19])([CH3:18])[O:17][C@H:13]2[C@@H:12]([OH:20])[C:11]1=[CH2:21])([C:4]([CH3:7])([CH3:6])[CH3:5])([CH3:2])[CH3:3]. The catalyst class is: 5. (7) Reactant: Br[C:2]1[CH:7]=[CH:6][C:5]([O:8][C:9]([F:15])([F:14])[C:10]([F:13])([F:12])[F:11])=[CH:4][CH:3]=1.[C:16](=[N:29][NH2:30])([C:23]1[CH:28]=[CH:27][CH:26]=[CH:25][CH:24]=1)[C:17]1[CH:22]=[CH:21][CH:20]=[CH:19][CH:18]=1.C1(P(C2C=CC=CC=2)C2C=CC3C(=CC=CC=3)C=2C2C3C(=CC=CC=3)C=CC=2P(C2C=CC=CC=2)C2C=CC=CC=2)C=CC=CC=1.O=O.CC(C)([O-])C.[Na+]. Product: [C:17]1([C:16]([C:23]2[CH:28]=[CH:27][CH:26]=[CH:25][CH:24]=2)=[N:29][NH:30][C:2]2[CH:7]=[CH:6][C:5]([O:8][C:9]([F:15])([F:14])[C:10]([F:13])([F:12])[F:11])=[CH:4][CH:3]=2)[CH:18]=[CH:19][CH:20]=[CH:21][CH:22]=1. The catalyst class is: 164. (8) Reactant: [O:1]1[C:10]2[CH:9]=[C:8]([CH2:11]O)[N:7]=[CH:6][C:5]=2[O:4][CH2:3][CH2:2]1.N12CCCN=C1CCCCC2.C1(P([N:38]=[N+:39]=[N-:40])(C2C=CC=CC=2)=O)C=CC=CC=1.C(=O)(O)[O-].[Na+]. Product: [N:38]([CH2:11][C:8]1[N:7]=[CH:6][C:5]2[O:4][CH2:3][CH2:2][O:1][C:10]=2[CH:9]=1)=[N+:39]=[N-:40]. The catalyst class is: 451. (9) Reactant: [F:1][C:2]1[CH:7]=[CH:6][C:5]([C:8]2[N:9]=[C:10]3[CH:15]=[N:14][CH:13]=[CH:12][N:11]3[CH:16]=2)=[CH:4][CH:3]=1.[BH4-].[Na+]. Product: [F:1][C:2]1[CH:3]=[CH:4][C:5]([C:8]2[N:9]=[C:10]3[CH2:15][NH:14][CH2:13][CH2:12][N:11]3[CH:16]=2)=[CH:6][CH:7]=1. The catalyst class is: 14.